Dataset: Peptide-MHC class I binding affinity with 185,985 pairs from IEDB/IMGT. Task: Regression. Given a peptide amino acid sequence and an MHC pseudo amino acid sequence, predict their binding affinity value. This is MHC class I binding data. (1) The peptide sequence is LINDQLIMK. The MHC is HLA-A31:01 with pseudo-sequence HLA-A31:01. The binding affinity (normalized) is 0.0847. (2) The peptide sequence is GTASQPRLRR. The MHC is HLA-A11:01 with pseudo-sequence HLA-A11:01. The binding affinity (normalized) is 0.606. (3) The peptide sequence is GPLLVLQAGF. The MHC is H-2-Ld with pseudo-sequence H-2-Ld. The binding affinity (normalized) is 0.371. (4) The peptide sequence is GPKVKQWPL. The MHC is HLA-B54:01 with pseudo-sequence HLA-B54:01. The binding affinity (normalized) is 0. (5) The peptide sequence is ILQDRIRMY. The MHC is HLA-A26:01 with pseudo-sequence HLA-A26:01. The binding affinity (normalized) is 0.0847. (6) The MHC is H-2-Kb with pseudo-sequence H-2-Kb. The binding affinity (normalized) is 0.521. The peptide sequence is VCKNFLKQVYF.